From a dataset of Full USPTO retrosynthesis dataset with 1.9M reactions from patents (1976-2016). Predict the reactants needed to synthesize the given product. (1) Given the product [ClH:48].[ClH:48].[NH2:20][C@H:21]([CH2:26][C:27]1[CH:32]=[CH:31][C:30]([F:33])=[C:29]([F:34])[CH:28]=1)[CH2:22][C:23]([N:9]1[CH2:8][CH2:7][N:6]2[CH:11]=[C:3]([C:2]([F:12])([F:1])[F:13])[N:4]=[C:5]2[CH2:10]1)=[O:24], predict the reactants needed to synthesize it. The reactants are: [F:1][C:2]([F:13])([F:12])[C:3]1[N:4]=[C:5]2[CH2:10][NH:9][CH2:8][CH2:7][N:6]2[CH:11]=1.CC(C)(OC([NH:20][C@H:21]([CH2:26][C:27]1[CH:32]=[CH:31][C:30]([F:33])=[C:29]([F:34])[CH:28]=1)[CH2:22][C:23](O)=[O:24])=O)C.C1C=CC2N(O)N=NC=2C=1.C(Cl)C[Cl:48]. (2) Given the product [C:18]([O:17][C:15](=[O:14])[NH:1][C@@H:2]1[C:8](=[O:9])[NH:7][C:6]2[CH:10]=[CH:11][CH:12]=[CH:13][C:5]=2[CH2:4][CH2:3]1)([CH3:21])([CH3:20])[CH3:19], predict the reactants needed to synthesize it. The reactants are: [NH2:1][C@@H:2]1[C:8](=[O:9])[NH:7][C:6]2[CH:10]=[CH:11][CH:12]=[CH:13][C:5]=2[CH2:4][CH2:3]1.[O:14](C(OC(C)(C)C)=O)[C:15]([O:17][C:18]([CH3:21])([CH3:20])[CH3:19])=O. (3) Given the product [CH:1]1([CH2:4][CH:5]=[CH:6][CH2:7][CH2:8][CH:9]2[CH2:13][O:12][C:11]([CH3:15])([CH3:14])[O:10]2)[CH2:3][CH2:2]1, predict the reactants needed to synthesize it. The reactants are: [CH:1]1([CH2:4][C:5]#[C:6][CH2:7][CH2:8][CH:9]2[CH2:13][O:12][C:11]([CH3:15])([CH3:14])[O:10]2)[CH2:3][CH2:2]1.N1C2C(=CC=CC=2)C=CC=1.